Predict hERG channel inhibition at various concentrations. From a dataset of hERG Central: cardiac toxicity at 1µM, 10µM, and general inhibition. (1) The drug is Cc1ccc(S(=O)(=O)/C(C#N)=C/c2c(N3CCC(C(N)=O)CC3)nc3c(C)cccn3c2=O)cc1. Results: hERG_inhib (hERG inhibition (general)): blocker. (2) The drug is Cc1cc(N(C)Cc2ccccc2)nc2cc(O)ccc12. Results: hERG_inhib (hERG inhibition (general)): blocker.